This data is from Full USPTO retrosynthesis dataset with 1.9M reactions from patents (1976-2016). The task is: Predict the reactants needed to synthesize the given product. (1) Given the product [Br:9][C:10]1[CH:15]=[CH:14][C:13]2[C:16]3[CH:21]=[CH:20][C:19]([Br:22])=[CH:18][C:17]=3[CH2:23][N:2]([CH3:1])[CH2:25][C:12]=2[CH:11]=1, predict the reactants needed to synthesize it. The reactants are: [CH3:1][NH2:2].C([O-])([O-])=O.[Na+].[Na+].[Br:9][C:10]1[CH:15]=[CH:14][C:13]([C:16]2[CH:21]=[CH:20][C:19]([Br:22])=[CH:18][C:17]=2[CH2:23]Br)=[C:12]([CH2:25]Br)[CH:11]=1. (2) Given the product [CH:8]1([C:14]([O:16][CH2:17][CH2:18][O:19][C:20]([NH:1][C@H:2]([CH2:3][OH:4])[C:5]([OH:7])=[O:6])=[O:21])=[O:15])[CH2:9][CH2:10][CH2:11][CH2:12][CH2:13]1, predict the reactants needed to synthesize it. The reactants are: [NH2:1][C@@H:2]([C:5]([OH:7])=[O:6])[CH2:3][OH:4].[CH:8]1([C:14]([O:16][CH2:17][CH2:18][O:19][C:20](ON2C(=O)CCC2=O)=[O:21])=[O:15])[CH2:13][CH2:12][CH2:11][CH2:10][CH2:9]1. (3) Given the product [C:36]([CH:15]1[CH2:14][O:13][CH:12]([N:8]2[C:9]3[C:5](=[CH:4][CH:3]=[CH:11][CH:10]=3)[C:6]([C:18]3[CH:19]=[C:20]([C:21]([NH:31][CH:27]4[CH2:30][CH2:29][CH2:28]4)=[O:23])[CH:24]=[CH:25][CH:26]=3)=[N:7]2)[CH2:17][CH2:16]1)#[N:38], predict the reactants needed to synthesize it. The reactants are: C([C:3]1[CH:4]=[C:5]2[C:9](=[CH:10][CH:11]=1)[N:8]([CH:12]1[CH2:17][CH2:16][CH2:15][CH2:14][O:13]1)[N:7]=[C:6]2[C:18]1[CH:19]=[C:20]([CH:24]=[CH:25][CH:26]=1)[C:21]([OH:23])=O)#N.[CH:27]1([NH2:31])[CH2:30][CH2:29][CH2:28]1.C1C=CC2N(O)N=[N:38][C:36]=2C=1.CCN=C=NCCCN(C)C.Cl. (4) Given the product [C:21]([C:18]1[CH:17]=[CH:16][C:15]([C:11]2[CH:12]=[C:13]3[C:8](=[CH:9][CH:10]=2)[N:7]([C:26]2[CH:27]=[CH:28][C:29]([O:30][C:31]([CH3:39])([CH3:38])[CH2:32][N:33]4[CH2:34][CH2:35][CH2:36][CH2:37]4)=[CH:40][CH:41]=2)[C:6]([C:4]([OH:3])=[O:5])=[CH:14]3)=[CH:20][CH:19]=1)([CH3:22])([CH3:24])[CH3:23], predict the reactants needed to synthesize it. The reactants are: C([O:3][C:4]([C:6]1[NH:7][C:8]2[C:13]([CH:14]=1)=[CH:12][C:11]([C:15]1[CH:20]=[CH:19][C:18]([C:21]([CH3:24])([CH3:23])[CH3:22])=[CH:17][CH:16]=1)=[CH:10][CH:9]=2)=[O:5])C.Br[C:26]1[CH:41]=[CH:40][C:29]([O:30][C:31]([CH3:39])([CH3:38])[CH2:32][N:33]2[CH2:37][CH2:36][CH2:35][CH2:34]2)=[CH:28][CH:27]=1. (5) The reactants are: [NH:1]([C:3]1[CH:8]=[CH:7][C:6]([N+:9]([O-:11])=[O:10])=[CH:5][N:4]=1)[NH2:2].[C:12](OC)(OC)(OC)[CH2:13][CH3:14]. Given the product [CH2:13]([C:14]1[N:4]2[CH:5]=[C:6]([N+:9]([O-:11])=[O:10])[CH:7]=[CH:8][C:3]2=[N:1][N:2]=1)[CH3:12], predict the reactants needed to synthesize it. (6) Given the product [F:12][C:9]1[CH:10]=[CH:11][C:6]([C:2]2[S:22][C:21]([NH:20][C:17](=[O:19])[CH3:18])=[N:23][C:3]=2[CH3:4])=[CH:7][C:8]=1[S:13]([CH3:16])(=[O:15])=[O:14], predict the reactants needed to synthesize it. The reactants are: Br[CH:2]([C:6]1[CH:11]=[CH:10][C:9]([F:12])=[C:8]([S:13]([CH3:16])(=[O:15])=[O:14])[CH:7]=1)[C:3](=O)[CH3:4].[C:17]([NH:20][C:21]([NH2:23])=[S:22])(=[O:19])[CH3:18].O.C(OCC)(=O)C. (7) Given the product [NH2:33][CH2:3][CH:2]([OH:1])[CH2:9][O:10][C:11]1[C:16]([CH3:17])=[CH:15][C:14]([C:18]2[O:19][C:20]([C:23]3[S:24][C:25]([CH2:28][CH:29]([CH3:30])[CH3:31])=[CH:26][CH:27]=3)=[N:21][N:22]=2)=[CH:13][C:12]=1[CH3:32], predict the reactants needed to synthesize it. The reactants are: [OH:1][CH:2]([CH2:9][O:10][C:11]1[C:16]([CH3:17])=[CH:15][C:14]([C:18]2[O:19][C:20]([C:23]3[S:24][C:25]([CH2:28][CH:29]([CH3:31])[CH3:30])=[CH:26][CH:27]=3)=[N:21][N:22]=2)=[CH:13][C:12]=1[CH3:32])[CH2:3]OS(C)(=O)=O.[NH3:33]. (8) Given the product [K+:44].[CH2:7]([O:9][C@@H:10]([CH2:14][C:15]1[CH:16]=[CH:17][C:18]([O:21][CH2:22][CH2:23][N:24]2[C:28]([C:29]3[CH:30]=[CH:31][C:32]([S:35][CH3:36])=[CH:33][CH:34]=3)=[CH:27][CH:26]=[C:25]2[CH3:37])=[CH:19][CH:20]=1)[C:11]([O-:13])=[O:12])[CH3:8], predict the reactants needed to synthesize it. The reactants are: C(OCC)(=O)C.[CH2:7]([O:9][C@@H:10]([CH2:14][C:15]1[CH:20]=[CH:19][C:18]([O:21][CH2:22][CH2:23][N:24]2[C:28]([C:29]3[CH:34]=[CH:33][C:32]([S:35][CH3:36])=[CH:31][CH:30]=3)=[CH:27][CH:26]=[C:25]2[CH3:37])=[CH:17][CH:16]=1)[C:11]([OH:13])=[O:12])[CH3:8].Cl.CC(C)([O-])C.[K+:44]. (9) Given the product [BrH:21].[NH2:7][C@H:8]1[CH2:11][C@H:10]([N:12]2[C:16]3=[N:17][CH:18]=[CH:19][CH:20]=[C:15]3[C:14]([F:23])([F:22])[C:13]2=[O:24])[CH2:9]1, predict the reactants needed to synthesize it. The reactants are: C(OC(=O)[NH:7][C@H:8]1[CH2:11][C@H:10]([N:12]2[C:16]3=[N:17][CH:18]=[C:19]([Br:21])[CH:20]=[C:15]3[C:14]([F:23])([F:22])[C:13]2=[O:24])[CH2:9]1)(C)(C)C. (10) Given the product [Cl:12][C:11]1[CH:10]=[CH:9][C:4]([C:5]([O:7][CH3:8])=[O:6])=[C:3]([NH:13][CH2:14][CH2:15][CH2:16][OH:17])[C:2]=1[NH:1][C:19](=[S:20])[NH:18][C:21]1[C:26]([CH3:27])=[N:25][C:24]([O:28][CH3:29])=[N:23][C:22]=1[CH3:30], predict the reactants needed to synthesize it. The reactants are: [NH2:1][C:2]1[C:3]([NH:13][CH2:14][CH2:15][CH2:16][OH:17])=[C:4]([CH:9]=[CH:10][C:11]=1[Cl:12])[C:5]([O:7][CH3:8])=[O:6].[N:18]([C:21]1[C:22]([CH3:30])=[N:23][C:24]([O:28][CH3:29])=[N:25][C:26]=1[CH3:27])=[C:19]=[S:20].